This data is from Forward reaction prediction with 1.9M reactions from USPTO patents (1976-2016). The task is: Predict the product of the given reaction. (1) Given the reactants COC[O:4][C:5]1[CH:10]=[CH:9][CH:8]=[C:7]2[O:11][CH2:12][CH2:13][C:14]3([CH2:16][CH2:15]3)[C:6]=12.Cl.O, predict the reaction product. The product is: [C:14]12([C:6]3[C:5]([OH:4])=[CH:10][CH:9]=[CH:8][C:7]=3[O:11][CH2:12][CH2:13]1)[CH2:16][CH2:15]2. (2) Given the reactants [C:1]([O:5][C:6](=[O:38])[C@@H:7]([NH:12][C:13](=[O:37])[CH2:14][CH2:15][CH2:16][CH2:17][CH2:18][CH2:19][CH2:20][CH2:21][CH2:22][CH2:23][CH2:24][CH2:25][CH2:26][CH2:27][CH2:28][CH2:29][C:30]([O:32][C:33]([CH3:36])([CH3:35])[CH3:34])=[O:31])[CH2:8][C:9]([OH:11])=O)([CH3:4])([CH3:3])[CH3:2].CCN(C(C)C)C(C)C.CN(C(ON1N=NC2C=CC=NC1=2)=[N+](C)C)C.F[P-](F)(F)(F)(F)F.[N:72]([CH2:75][CH2:76][O:77][CH2:78][CH2:79][O:80][CH2:81][CH2:82][O:83][CH2:84][CH2:85][O:86][CH2:87][CH2:88][O:89][CH2:90][CH2:91][O:92][CH2:93][CH2:94][O:95][CH2:96][CH2:97][O:98][CH2:99][CH2:100][O:101][CH2:102][CH2:103][O:104][CH2:105][CH2:106][O:107][CH2:108][CH2:109][NH2:110])=[N+:73]=[N-:74], predict the reaction product. The product is: [N:72]([CH2:75][CH2:76][O:77][CH2:78][CH2:79][O:80][CH2:81][CH2:82][O:83][CH2:84][CH2:85][O:86][CH2:87][CH2:88][O:89][CH2:90][CH2:91][O:92][CH2:93][CH2:94][O:95][CH2:96][CH2:97][O:98][CH2:99][CH2:100][O:101][CH2:102][CH2:103][O:104][CH2:105][CH2:106][O:107][CH2:108][CH2:109][NH:110][C:9](=[O:11])[CH2:8][C@@H:7]([C:6]([O:5][C:1]([CH3:2])([CH3:3])[CH3:4])=[O:38])[NH:12][C:13](=[O:37])[CH2:14][CH2:15][CH2:16][CH2:17][CH2:18][CH2:19][CH2:20][CH2:21][CH2:22][CH2:23][CH2:24][CH2:25][CH2:26][CH2:27][CH2:28][CH2:29][C:30]([O:32][C:33]([CH3:36])([CH3:35])[CH3:34])=[O:31])=[N+:73]=[N-:74]. (3) Given the reactants [F:1][C:2]1[CH:3]=[C:4]([CH:49]=[C:50]([F:52])[CH:51]=1)[CH2:5][N:6]1[CH:10]=[C:9]([C:11]2[C:19]3[C:14](=[N:15][CH:16]=[C:17]([C:20]4[CH:21]=[CH:22][C:23]([N:26]5[CH2:31][CH2:30][N:29](C(OC(C)(C)C)=O)[CH2:28][CH2:27]5)=[N:24][CH:25]=4)[CH:18]=3)[N:13]([S:39]([C:42]3[CH:48]=[CH:47][C:45]([CH3:46])=[CH:44][CH:43]=3)(=[O:41])=[O:40])[CH:12]=2)[CH:8]=[N:7]1, predict the reaction product. The product is: [F:1][C:2]1[CH:3]=[C:4]([CH:49]=[C:50]([F:52])[CH:51]=1)[CH2:5][N:6]1[CH:10]=[C:9]([C:11]2[C:19]3[C:14](=[N:15][CH:16]=[C:17]([C:20]4[CH:25]=[N:24][C:23]([N:26]5[CH2:27][CH2:28][NH:29][CH2:30][CH2:31]5)=[CH:22][CH:21]=4)[CH:18]=3)[N:13]([S:39]([C:42]3[CH:43]=[CH:44][C:45]([CH3:46])=[CH:47][CH:48]=3)(=[O:40])=[O:41])[CH:12]=2)[CH:8]=[N:7]1. (4) Given the reactants [C:1]([C:5]1[CH:10]=[CH:9][C:8]([S:11]([NH:14][C:15]2[CH:20]=[CH:19][C:18](I)=[CH:17][C:16]=2[C:22]2[N:26]([CH3:27])[C:25]([CH2:28][CH3:29])=[N:24][N:23]=2)(=[O:13])=[O:12])=[CH:7][CH:6]=1)([CH3:4])([CH3:3])[CH3:2].[C:30]([Cu])#[N:31].CN(C=O)C, predict the reaction product. The product is: [C:1]([C:5]1[CH:10]=[CH:9][C:8]([S:11]([NH:14][C:15]2[CH:20]=[CH:19][C:18]([C:30]#[N:31])=[CH:17][C:16]=2[C:22]2[N:26]([CH3:27])[C:25]([CH2:28][CH3:29])=[N:24][N:23]=2)(=[O:13])=[O:12])=[CH:7][CH:6]=1)([CH3:4])([CH3:3])[CH3:2]. (5) Given the reactants [CH3:1][C@@:2]12[C:18](=[O:19])[CH2:17][CH2:16][C@H:15]1[C@H:14]1[C@@H:5]([C:6]3[CH:7]=[CH:8][C:9]([OH:20])=[CH:10][C:11]=3[CH2:12][CH2:13]1)[CH2:4][CH2:3]2.C(=O)([O-])[O-].[K+].[K+].Br[CH2:28][C:29]([O:31]CC)=[O:30], predict the reaction product. The product is: [CH3:1][C@:2]12[CH2:3][CH2:4][C@H:5]3[C@@H:14]([CH2:13][CH2:12][C:11]4[CH:10]=[C:9]([O:20][CH2:28][C:29]([OH:31])=[O:30])[CH:8]=[CH:7][C:6]=43)[C@@H:15]1[CH2:16][CH2:17][C:18]2=[O:19]. (6) Given the reactants [CH3:1][O:2][C:3]1[CH:4]=[CH:5][C:6]2[NH:12][C:11](=S)[CH:10]([CH3:14])[CH2:9][NH:8][C:7]=2[N:15]=1.[C:16]([NH:19][NH2:20])(=O)[CH3:17], predict the reaction product. The product is: [CH3:1][O:2][C:3]1[CH:4]=[CH:5][C:6]2[N:12]3[C:16]([CH3:17])=[N:19][N:20]=[C:11]3[CH:10]([CH3:14])[CH2:9][NH:8][C:7]=2[N:15]=1.